Dataset: Full USPTO retrosynthesis dataset with 1.9M reactions from patents (1976-2016). Task: Predict the reactants needed to synthesize the given product. (1) The reactants are: [Cl:1][C:2]1[CH:3]=[C:4]2[C:9](=[CH:10][CH:11]=1)[C:8](=[O:12])[N:7]([CH3:13])[C:6]([CH2:14][N:15]1C(=O)C3C(=CC=CC=3)C1=O)=[C:5]2[O:26][CH3:27].O.NN.C(=O)([O-])O.[Na+]. Given the product [ClH:1].[NH2:15][CH2:14][C:6]1[N:7]([CH3:13])[C:8](=[O:12])[C:9]2[C:4]([C:5]=1[O:26][CH3:27])=[CH:3][C:2]([Cl:1])=[CH:11][CH:10]=2, predict the reactants needed to synthesize it. (2) Given the product [F:8][C:4]1[CH:5]=[CH:6][CH:7]=[C:2]([F:1])[C:3]=1[CH:9]1[CH2:10][O:11][C:12]2[CH:18]=[C:17]([C:29]3[C:30]([CH3:42])=[CH:31][C:32]([C:35]4[CH:40]=[N:39][C:38]([NH2:41])=[N:37][CH:36]=4)=[N:33][CH:34]=3)[CH:16]=[CH:15][C:13]=2[NH:14]1, predict the reactants needed to synthesize it. The reactants are: [F:1][C:2]1[CH:7]=[CH:6][CH:5]=[C:4]([F:8])[C:3]=1[CH:9]1[NH:14][C:13]2[CH:15]=[CH:16][C:17](B3OC(C)(C)C(C)(C)O3)=[CH:18][C:12]=2[O:11][CH2:10]1.Br[C:29]1[C:30]([CH3:42])=[CH:31][C:32]([C:35]2[CH:36]=[N:37][C:38]([NH2:41])=[N:39][CH:40]=2)=[N:33][CH:34]=1.